Dataset: NCI-60 drug combinations with 297,098 pairs across 59 cell lines. Task: Regression. Given two drug SMILES strings and cell line genomic features, predict the synergy score measuring deviation from expected non-interaction effect. (1) Drug 1: C1=NC2=C(N=C(N=C2N1C3C(C(C(O3)CO)O)F)Cl)N. Drug 2: CC1=C(N=C(N=C1N)C(CC(=O)N)NCC(C(=O)N)N)C(=O)NC(C(C2=CN=CN2)OC3C(C(C(C(O3)CO)O)O)OC4C(C(C(C(O4)CO)O)OC(=O)N)O)C(=O)NC(C)C(C(C)C(=O)NC(C(C)O)C(=O)NCCC5=NC(=CS5)C6=NC(=CS6)C(=O)NCCC[S+](C)C)O. Cell line: M14. Synergy scores: CSS=25.0, Synergy_ZIP=-4.93, Synergy_Bliss=-1.25, Synergy_Loewe=0.0655, Synergy_HSA=0.566. (2) Drug 1: CCC1(CC2CC(C3=C(CCN(C2)C1)C4=CC=CC=C4N3)(C5=C(C=C6C(=C5)C78CCN9C7C(C=CC9)(C(C(C8N6C=O)(C(=O)OC)O)OC(=O)C)CC)OC)C(=O)OC)O.OS(=O)(=O)O. Drug 2: C1=CC=C(C=C1)NC(=O)CCCCCCC(=O)NO. Cell line: MDA-MB-231. Synergy scores: CSS=28.4, Synergy_ZIP=-3.41, Synergy_Bliss=5.62, Synergy_Loewe=2.50, Synergy_HSA=4.44. (3) Drug 1: CC(C1=C(C=CC(=C1Cl)F)Cl)OC2=C(N=CC(=C2)C3=CN(N=C3)C4CCNCC4)N. Drug 2: B(C(CC(C)C)NC(=O)C(CC1=CC=CC=C1)NC(=O)C2=NC=CN=C2)(O)O. Cell line: MDA-MB-435. Synergy scores: CSS=18.2, Synergy_ZIP=-3.22, Synergy_Bliss=2.40, Synergy_Loewe=-0.566, Synergy_HSA=-1.06. (4) Drug 1: CN1CCC(CC1)COC2=C(C=C3C(=C2)N=CN=C3NC4=C(C=C(C=C4)Br)F)OC. Drug 2: C1=CN(C(=O)N=C1N)C2C(C(C(O2)CO)O)O.Cl. Cell line: SW-620. Synergy scores: CSS=47.4, Synergy_ZIP=1.03, Synergy_Bliss=2.48, Synergy_Loewe=-16.4, Synergy_HSA=3.00. (5) Drug 1: CC12CCC3C(C1CCC2=O)CC(=C)C4=CC(=O)C=CC34C. Drug 2: CCC1=C2CN3C(=CC4=C(C3=O)COC(=O)C4(CC)O)C2=NC5=C1C=C(C=C5)O. Synergy scores: CSS=58.8, Synergy_ZIP=-1.14, Synergy_Bliss=1.38, Synergy_Loewe=-12.1, Synergy_HSA=3.03. Cell line: UACC-257. (6) Drug 1: CC1=CC=C(C=C1)C2=CC(=NN2C3=CC=C(C=C3)S(=O)(=O)N)C(F)(F)F. Drug 2: CC1CCCC2(C(O2)CC(NC(=O)CC(C(C(=O)C(C1O)C)(C)C)O)C(=CC3=CSC(=N3)C)C)C. Cell line: SF-268. Synergy scores: CSS=33.1, Synergy_ZIP=3.02, Synergy_Bliss=1.21, Synergy_Loewe=-22.0, Synergy_HSA=-1.33. (7) Drug 1: CC1OCC2C(O1)C(C(C(O2)OC3C4COC(=O)C4C(C5=CC6=C(C=C35)OCO6)C7=CC(=C(C(=C7)OC)O)OC)O)O. Drug 2: CC1=C(C(=O)C2=C(C1=O)N3CC4C(C3(C2COC(=O)N)OC)N4)N. Cell line: T-47D. Synergy scores: CSS=46.5, Synergy_ZIP=-8.34, Synergy_Bliss=-0.402, Synergy_Loewe=0.755, Synergy_HSA=4.12.